Dataset: NCI-60 drug combinations with 297,098 pairs across 59 cell lines. Task: Regression. Given two drug SMILES strings and cell line genomic features, predict the synergy score measuring deviation from expected non-interaction effect. (1) Drug 1: CCN(CC)CCCC(C)NC1=C2C=C(C=CC2=NC3=C1C=CC(=C3)Cl)OC. Cell line: OVCAR3. Drug 2: C1CC(=O)NC(=O)C1N2C(=O)C3=CC=CC=C3C2=O. Synergy scores: CSS=36.6, Synergy_ZIP=4.36, Synergy_Bliss=10.3, Synergy_Loewe=-2.00, Synergy_HSA=6.75. (2) Drug 1: CC1=C(C(CCC1)(C)C)C=CC(=CC=CC(=CC(=O)O)C)C. Synergy scores: CSS=10.1, Synergy_ZIP=4.36, Synergy_Bliss=1.86, Synergy_Loewe=4.38, Synergy_HSA=1.21. Drug 2: CC1CCC2CC(C(=CC=CC=CC(CC(C(=O)C(C(C(=CC(C(=O)CC(OC(=O)C3CCCCN3C(=O)C(=O)C1(O2)O)C(C)CC4CCC(C(C4)OC)OCCO)C)C)O)OC)C)C)C)OC. Cell line: OVCAR3. (3) Drug 1: CC12CCC3C(C1CCC2=O)CC(=C)C4=CC(=O)C=CC34C. Drug 2: CN(C)N=NC1=C(NC=N1)C(=O)N. Cell line: DU-145. Synergy scores: CSS=51.6, Synergy_ZIP=2.38, Synergy_Bliss=-0.107, Synergy_Loewe=-0.797, Synergy_HSA=-1.17.